This data is from Reaction yield outcomes from USPTO patents with 853,638 reactions. The task is: Predict the reaction yield, written as a fraction of the theoretical maximum amount of product (1.0 means a 100% yield; for example, 0.34 means a 34% yield). The reactants are Br[C:2]1[C:7]([C:8]([F:11])([F:10])[F:9])=[CH:6][C:5]([NH:12][C:13]2[N:17]=[C:16]([NH2:18])[NH:15][N:14]=2)=[CH:4][C:3]=1[Cl:19].CN1C(C)(C)CC(SC2C=CC(B3OC(C)(C)C(C)(C)O3)=CC=2)CC1(C)C.B(O)(O)[C:48]1[CH:53]=[CH:52][CH:51]=[C:50]([S:54]([N:57]([CH3:59])[CH3:58])(=[O:56])=[O:55])[CH:49]=1.C([O-])([O-])=O.[K+].[K+]. The catalyst is COCCOC.O1CCOCC1.CO.C1C=CC([P]([Pd]([P](C2C=CC=CC=2)(C2C=CC=CC=2)C2C=CC=CC=2)([P](C2C=CC=CC=2)(C2C=CC=CC=2)C2C=CC=CC=2)[P](C2C=CC=CC=2)(C2C=CC=CC=2)C2C=CC=CC=2)(C2C=CC=CC=2)C2C=CC=CC=2)=CC=1. The product is [NH2:18][C:16]1[NH:15][N:14]=[C:13]([NH:12][C:5]2[CH:6]=[C:7]([C:8]([F:11])([F:10])[F:9])[C:2]([C:52]3[CH:53]=[CH:48][CH:49]=[C:50]([S:54]([N:57]([CH3:59])[CH3:58])(=[O:55])=[O:56])[CH:51]=3)=[C:3]([Cl:19])[CH:4]=2)[N:17]=1. The yield is 0.220.